From a dataset of Reaction yield outcomes from USPTO patents with 853,638 reactions. Predict the reaction yield, written as a fraction of the theoretical maximum amount of product (1.0 means a 100% yield; for example, 0.34 means a 34% yield). (1) The reactants are [Br:1][C:2]1[CH:3]=[CH:4][C:5]2[N:6]([CH2:16][CH:17]([F:40])[CH2:18][N:19]([C:32]3[CH:37]=[CH:36][CH:35]=[C:34]([O:38][CH3:39])[CH:33]=3)S(C3C=CC([N+]([O-])=O)=CC=3)(=O)=O)[C:7]3[C:12]([C:13]=2[CH:14]=1)=[CH:11][C:10]([Br:15])=[CH:9][CH:8]=3.[OH-].[Li+].CN(C)C=O.SCC(O)=O. The catalyst is CCOC(C)=O. The product is [Br:15][C:10]1[CH:9]=[CH:8][C:7]2[N:6]([CH2:16][CH:17]([F:40])[CH2:18][NH:19][C:32]3[CH:37]=[CH:36][CH:35]=[C:34]([O:38][CH3:39])[CH:33]=3)[C:5]3[C:13]([C:12]=2[CH:11]=1)=[CH:14][C:2]([Br:1])=[CH:3][CH:4]=3. The yield is 0.880. (2) The reactants are [C:1]([O:5][C:6]([NH:8][C:9]1[C:10]([CH3:21])=[C:11]([C:17](I)=[CH:18][CH:19]=1)[CH2:12][O:13][C:14](=[O:16])[CH3:15])=[O:7])([CH3:4])([CH3:3])[CH3:2].[CH3:22][O:23][C:24]([C:26]([NH:28][C:29]([O:31][CH2:32][C:33]1[CH:38]=[CH:37][CH:36]=[CH:35][CH:34]=1)=[O:30])=[CH2:27])=[O:25].C(=O)(O)[O-].[Na+]. The catalyst is O.[Cl-].C([N+](CCCC)(CCCC)CCCC)CCC.C1COCC1.C([O-])(=O)C.[Pd+2].C([O-])(=O)C. The product is [CH3:22][O:23][C:24](=[O:25])[C:26]([NH:28][C:29]([O:31][CH2:32][C:33]1[CH:34]=[CH:35][CH:36]=[CH:37][CH:38]=1)=[O:30])=[CH:27][C:17]1[CH:18]=[CH:19][C:9]([NH:8][C:6]([O:5][C:1]([CH3:4])([CH3:3])[CH3:2])=[O:7])=[C:10]([CH3:21])[C:11]=1[CH2:12][O:13][C:14](=[O:16])[CH3:15]. The yield is 0.690. (3) The reactants are [Br:1][C:2]1[CH:7]=[CH:6][CH:5]=[CH:4][C:3]=1[O:8][CH3:9].[CH3:10][C:11]([CH3:16])=[CH:12][C:13]([OH:15])=[O:14].[Cl-].[Al+3].[Cl-].[Cl-]. The catalyst is Cl. The product is [Br:1][C:2]1[CH:7]=[C:6]([C:11]([CH3:16])([CH3:10])[CH2:12][C:13]([OH:15])=[O:14])[CH:5]=[CH:4][C:3]=1[O:8][CH3:9]. The yield is 0.450. (4) The reactants are [CH2:1]([N:3]([CH2:11][C:12]1[CH:17]=[CH:16][C:15]([CH2:18][N:19]2[CH2:24][CH2:23][N:22]([C:25]3[C:30]([C:31]([O:33][CH:34]([CH3:36])[CH3:35])=[O:32])=[CH:29][CH:28]=[CH:27][N:26]=3)[CH2:21][CH2:20]2)=[CH:14][CH:13]=1)[CH2:4][C:5]1[CH:10]=[CH:9][CH:8]=[CH:7][CH:6]=1)[CH3:2].[ClH:37]. The catalyst is C(OCC)C. The product is [ClH:37].[ClH:37].[CH2:1]([N:3]([CH2:11][C:12]1[CH:13]=[CH:14][C:15]([CH2:18][N:19]2[CH2:20][CH2:21][N:22]([C:25]3[C:30]([C:31]([O:33][CH:34]([CH3:35])[CH3:36])=[O:32])=[CH:29][CH:28]=[CH:27][N:26]=3)[CH2:23][CH2:24]2)=[CH:16][CH:17]=1)[CH2:4][C:5]1[CH:6]=[CH:7][CH:8]=[CH:9][CH:10]=1)[CH3:2]. The yield is 0.860. (5) The catalyst is ClC(Cl)C.CC([O-])=O.CC([O-])=O.[Cu+2]. The reactants are [CH2:1]([O:3][C:4]([C:6]1[NH:7][C:8]2[C:13]([C:14]=1[Br:15])=[CH:12][C:11]([C:16]1[CH:21]=[CH:20][C:19]([O:22][CH:23]([CH3:25])[CH3:24])=[CH:18][CH:17]=1)=[CH:10][CH:9]=2)=[O:5])[CH3:2].CCN(CC)CC.N1C=CC=CC=1.[CH:39]([O:42][C:43]1[CH:48]=[CH:47][C:46](B(O)O)=[CH:45][CH:44]=1)([CH3:41])[CH3:40]. The product is [CH2:1]([O:3][C:4]([C:6]1[N:7]([C:46]2[CH:47]=[CH:48][C:43]([O:42][CH:39]([CH3:41])[CH3:40])=[CH:44][CH:45]=2)[C:8]2[C:13]([C:14]=1[Br:15])=[CH:12][C:11]([C:16]1[CH:21]=[CH:20][C:19]([O:22][CH:23]([CH3:24])[CH3:25])=[CH:18][CH:17]=1)=[CH:10][CH:9]=2)=[O:5])[CH3:2]. The yield is 0.890. (6) The reactants are COCCO[AlH2-]OCCOC.[Na+].[C:13]([O:17][C:18]([NH:20][C@@:21]12[CH2:27][CH2:26][C@:25]1([CH2:28][O:29][CH3:30])[CH2:24][N:23]([C@@H:31]([C:33]1[CH:38]=[CH:37][CH:36]=[CH:35][CH:34]=1)[CH3:32])[C:22]2=O)=[O:19])([CH3:16])([CH3:15])[CH3:14].O.O.O.O.C(C(C(C([O-])=O)O)O)([O-])=O.[Na+].[K+].C(OCC)(=O)C. The catalyst is C1(C)C=CC=CC=1.[Cl-].[Na+].O. The product is [C:13]([O:17][C:18]([NH:20][C@@:21]12[CH2:27][CH2:26][C@:25]1([CH2:28][O:29][CH3:30])[CH2:24][N:23]([C@@H:31]([C:33]1[CH:34]=[CH:35][CH:36]=[CH:37][CH:38]=1)[CH3:32])[CH2:22]2)=[O:19])([CH3:14])([CH3:15])[CH3:16]. The yield is 0.430. (7) The reactants are [OH:1][CH2:2][C:3]1[CH:4]=[C:5]([CH:9]=[CH:10][CH:11]=1)[C:6]([OH:8])=O.[Cl:12][CH2:13][C:14]([NH:16]O)=[NH:15].CN(C(ON1N=NC2C=CC=CC1=2)=[N+](C)C)C.F[P-](F)(F)(F)(F)F.C(N(CC)CC)C. The catalyst is CN(C=O)C. The product is [Cl:12][CH2:13][C:14]1[N:16]=[C:6]([C:5]2[CH:4]=[C:3]([CH2:2][OH:1])[CH:11]=[CH:10][CH:9]=2)[O:8][N:15]=1. The yield is 0.250. (8) The reactants are [CH3:1][C:2]1[CH:7]=[CH:6][C:5]([S:8]([O:11][CH2:12][C@H:13]2[CH2:17][C@@H:16]([O:18][Si:19]([C:22]([CH3:25])([CH3:24])[CH3:23])([CH3:21])[CH3:20])[C@H:15](/[CH:26]=[CH:27]/[C@@H:28]([O:34][Si:35]([C:38]([CH3:41])([CH3:40])[CH3:39])([CH3:37])[CH3:36])[CH2:29][CH2:30][CH2:31][CH2:32][CH3:33])[C@H:14]2[CH2:42][C:43]2[CH:48]=[CH:47][CH:46]=[C:45]([O:49]CC3C=CC=CC=3)[CH:44]=2)(=[O:10])=[O:9])=[CH:4][CH:3]=1.[OH-].[K+]. The catalyst is CO.[Pd]. The product is [CH3:1][C:2]1[CH:3]=[CH:4][C:5]([S:8]([O:11][CH2:12][C@H:13]2[CH2:17][C@@H:16]([O:18][Si:19]([C:22]([CH3:23])([CH3:24])[CH3:25])([CH3:21])[CH3:20])[C@H:15](/[CH:26]=[CH:27]/[C@@H:28]([O:34][Si:35]([C:38]([CH3:39])([CH3:40])[CH3:41])([CH3:36])[CH3:37])[CH2:29][CH2:30][CH2:31][CH2:32][CH3:33])[C@H:14]2[CH2:42][C:43]2[CH:48]=[CH:47][CH:46]=[C:45]([OH:49])[CH:44]=2)(=[O:10])=[O:9])=[CH:6][CH:7]=1. The yield is 0.900.